This data is from Full USPTO retrosynthesis dataset with 1.9M reactions from patents (1976-2016). The task is: Predict the reactants needed to synthesize the given product. (1) Given the product [F:13][C:14]([F:22])([F:21])[C:15]([OH:16])([C:5]1[CH:12]=[CH:11][C:8]([CH:9]=[CH2:10])=[CH:7][CH:6]=1)[C:17]([F:20])([F:19])[F:18], predict the reactants needed to synthesize it. The reactants are: [Mg].II.Br[C:5]1[CH:12]=[CH:11][C:8]([CH:9]=[CH2:10])=[CH:7][CH:6]=1.[F:13][C:14]([F:22])([F:21])[C:15]([C:17]([F:20])([F:19])[F:18])=[O:16]. (2) Given the product [CH3:1][O:2][C:3]1[CH:4]=[C:5](/[CH:15]=[CH:16]/[C:17]([O:19][CH2:21][CH2:22][CH2:23][CH2:24][CH2:25][CH2:26][OH:27])=[O:18])[CH:6]=[CH:7][C:8]=1[O:9][CH2:10][CH2:11][CH2:12][CH2:13][CH3:14], predict the reactants needed to synthesize it. The reactants are: [CH3:1][O:2][C:3]1[CH:4]=[C:5](/[CH:15]=[CH:16]/[C:17]([OH:19])=[O:18])[CH:6]=[CH:7][C:8]=1[O:9][CH2:10][CH2:11][CH2:12][CH2:13][CH3:14].Cl[CH2:21][CH2:22][CH2:23][CH2:24][CH2:25][CH2:26][OH:27]. (3) Given the product [C:10]([O:14][C:15]([N:17]1[CH2:22][C@H:21]([CH2:23][N:40]2[CH:44]=[CH:43][CH:42]=[N:41]2)[N:20]([CH2:25][C:26]2[CH:31]=[CH:30][CH:29]=[CH:28][CH:27]=2)[CH2:19][C@H:18]1[CH3:32])=[O:16])([CH3:13])([CH3:12])[CH3:11], predict the reactants needed to synthesize it. The reactants are: CS(OS(C)(=O)=O)(=O)=O.[C:10]([O:14][C:15]([N:17]1[CH2:22][C@H:21]([CH2:23]O)[N:20]([CH2:25][C:26]2[CH:31]=[CH:30][CH:29]=[CH:28][CH:27]=2)[CH2:19][C@H:18]1[CH3:32])=[O:16])([CH3:13])([CH3:12])[CH3:11].C(N(CC)CC)C.[NH:40]1[CH:44]=[CH:43][CH:42]=[N:41]1. (4) Given the product [CH2:3]([O:5][C:6]([C:8]1[N:9]=[C:10]([C:20]2[CH:25]=[CH:24][CH:23]=[CH:22][C:21]=2[Cl:26])[N:11]([C:13]2[CH:14]=[CH:15][C:16]([Cl:19])=[CH:17][CH:18]=2)[C:12]=1[Br:1])=[O:7])[CH3:4], predict the reactants needed to synthesize it. The reactants are: [Br:1]Br.[CH2:3]([O:5][C:6]([C:8]1[N:9]=[C:10]([C:20]2[CH:25]=[CH:24][CH:23]=[CH:22][C:21]=2[Cl:26])[N:11]([C:13]2[CH:18]=[CH:17][C:16]([Cl:19])=[CH:15][CH:14]=2)[CH:12]=1)=[O:7])[CH3:4].[OH-].[Na+].